From a dataset of Drug-target binding data from BindingDB using IC50 measurements. Regression. Given a target protein amino acid sequence and a drug SMILES string, predict the binding affinity score between them. We predict pIC50 (pIC50 = -log10(IC50 in M); higher means more potent). Dataset: bindingdb_ic50. (1) The compound is O=C(Oc1cccc2c1C(=O)c1nc3nonc3nc1-2)c1ccccc1. The target protein (O14684) has sequence MPAHSLVMSSPALPAFLLCSTLLVIKMYVVAIITGQVRLRKKAFANPEDALRHGGPQYCRSDPDVERCLRAHRNDMETIYPFLFLGFVYSFLGPNPFVAWMHFLVFLVGRVAHTVAYLGKLRAPIRSVTYTLAQLPCASMALQILWEAARHL. The pIC50 is 5.3. (2) The small molecule is Cc1cc(/N=N/c2cc(S(=O)(=O)[O-])c3ccccc3c2N)ccc1-c1ccc(/N=N/c2cc(S(=O)(=O)O)c3ccccc3c2N)cc1C. The target protein (Q9HC62) has sequence MYRWLVRILGTIFRFCDRSVPPARALLKRRRSDSTLFSTVDTDEIPAKRPRLDCFIHQVKNSLYNAASLFGFPFQLTTKPMVTSACNGTRNVAPSGEVFSNSSSCELTGSGSWNNMLKLGNKSPNGISDYPKIRVTVTRDQPRRVLPSFGFTLNSEGCNRRPGGRRHSKGNPESSLMWKPQEQAVTEMISEESGKGLRRPHCTVEEGVQKEEREKYRKLLERLKESGHGNSVCPVTSNYHSSQRSQMDTLKTKGWGEEQNHGVKTTQFVPKQYRLVETRGPLCSLRSEKRCSKGKITDTETMVGIRFENESRRGYQLEPDLSEEVSARLRLGSGSNGLLRRKVSIIETKEKNCSGKERDRRTDDLLELTEDMEKEISNALGHGPQDEILSSAFKLRITRGDIQTLKNYHWLNDEVINFYMNLLVERNKKQGYPALHVFSTFFYPKLKSGGYQAVKRWTKGVNLFEQEIILVPIHRKVHWSLVVIDLRKKCLKYLDSMGQK.... The pIC50 is 5.6. (3) The drug is COc1ccc(C(=O)Nc2cccc(CNc3ncnc4c(C(N)=O)cccc34)c2)c(OC)c1. The target protein (P23443) has sequence MRRRRRRDGFYPAPDFRDREAEDMAGVFDIDLDQPEDAGSEDELEEGGQLNESMDHGGVGPYELGMEHCEKFEISETSVNRGPEKIRPECFELLRVLGKGGYGKVFQVRKVTGANTGKIFAMKVLKKAMIVRNAKDTAHTKAERNILEEVKHPFIVDLIYAFQTGGKLYLILEYLSGGELFMQLEREGIFMEDTACFYLAEISMALGHLHQKGIIYRDLKPENIMLNHQGHVKLTDFGLCKESIHDGTVTHTFCGTIEYMAPEILMRSGHNRAVDWWSLGALMYDMLTGAPPFTGENRKKTIDKILKCKLNLPPYLTQEARDLLKKLLKRNAASRLGAGPGDAGEVQAHPFFRHINWEELLARKVEPPFKPLLQSEEDVSQFDSKFTRQTPVDSPDDSTLSESANQVFLGFTYVAPSVLESVKEKFSFEPKIRSPRRFIGSPRTPVSPVKFSPGDFWGRGASASTANPQTPVEYPMETSGIEQMDVTMSGEASAPLPIRQ.... The pIC50 is 7.1. (4) The drug is O=C(NCc1cccs1)C1CCCN1S(=O)(=O)c1ccccc1F. The target protein sequence is MVYSYTEKKRIRKDFGKRPQVLDVPYLLSIQLDSFQKFIEQDPEGQYGLEAAFRSVFPIQSYSGNSELQYVSYRLGEPVFDVQECQIRGVTYSAPLRVKLRLVIYEREAPEGTVKDIKEQEVYMGEIPLMTDNGTFVINGTERVIVSQLHRSPGVFFDSDKGKTHSSGKVLYNARIIPYRGSWLDFEFDPKDNLFVRIDRRRKLPATIILRALNYTTEQILDLFFEKVIFEIRDNKLQMELVPERLRGETASFDIEANGKVYVEKGRRITARHIRQLEKDDVKLIEVPVEYIAGKVVAKDYIDESTGELICAANMELSLDLLAKLSQSGHKRIETLFTNDLDHGPYISETLRVDPTNDRLSALVEIYRMMRPGEPPTREAAESLFENLFFSEDRYDLSAVGRMKFNRSLLREEIEGSGILSKDDIIDVMKKLIDIRNGKGEVDDIDHLGNRRIRSVGEMAENQFRVGLVRVERAVKERLSLGDLDTLMPQDMINAKPISA.... The pIC50 is 4.3. (5) The target protein (Q96PD7) has sequence MKTLIAAYSGVLRGERQAEADRSQRSHGGPALSREGSGRWGTGSSILSALQDLFSVTWLNRSKVEKQLQVISVLQWVLSFLVLGVACSAILMYIFCTDCWLIAVLYFTWLVFDWNTPKKGGRRSQWVRNWAVWRYFRDYFPIQLVKTHNLLTTRNYIFGYHPHGIMGLGAFCNFSTEATEVSKKFPGIRPYLATLAGNFRMPVLREYLMSGGICPVSRDTIDYLLSKNGSGNAIIIVVGGAAESLSSMPGKNAVTLRNRKGFVKLALRHGADLVPIYSFGENEVYKQVIFEEGSWGRWVQKKFQKYIGFAPCIFHGRGLFSSDTWGLVPYSKPITTVVGEPITIPKLEHPTQQDIDLYHTMYMEALVKLFDKHKTKFGLPETEVLEVN. The pIC50 is 7.1. The small molecule is Cc1ccc(C2(c3nc4ccc(N5CCC[C@@H](C(=O)N6CCCC6)C5)nc4[nH]3)CC2)cc1. (6) The drug is Cn1cnc(S(=O)(=O)N(CCN(Cc2cncn2C)c2ccc(C#N)cc2)Cc2ccccc2)c1. The target protein sequence is MGFTSLGLSAPILKAVEEQGYSTPSPIQLQAIPAVIEGKDVMAAAQTGTGKTAGFTLPLLERLSNGPKRKFNQVRALVLTPTRELAAQVHESVEKYSKNLPLTSDVVFGGVKVNPQMQRLRRGVDVLVATPGRLLDLANQNAIKFDQLEILVLDEADRMLDMGFIHDIKKILAKLPKNRQNLLFSATFSDEIRQLAKGLVKDPVEISVAKRNTTAETVEQSVYVMDKGRKPKVLTKLIKDNDWKQVLVFSKTKHGANRLAKTLEEKGVSAAAIHGNKSQGARTKALANFKSGQVRVLVATDIAARGLDIEQLPQVINVDLPKVPEDYVHRIGRTGRAGATGKAISFVSEDEAKELFAIERLIQKVLPRHVLEGFEPVNKVPESKLDTRPIKPKKPKKPKAPRVEHKDGQRSGENRNGNKQGAKQGQKPATKRTPTNNPSGKKEGTDSDKKKRPFSGKPKTKGTGENRGNGSNFGKSKSTPKSDVKPRRQGPRPARKPKAN.... The pIC50 is 9.2.